This data is from Choline transporter screen with 302,306 compounds. The task is: Binary Classification. Given a drug SMILES string, predict its activity (active/inactive) in a high-throughput screening assay against a specified biological target. The drug is s1c(N)c(cc1[N+]([O-])=O)C(OCC)=O. The result is 0 (inactive).